Dataset: Peptide-MHC class II binding affinity with 134,281 pairs from IEDB. Task: Regression. Given a peptide amino acid sequence and an MHC pseudo amino acid sequence, predict their binding affinity value. This is MHC class II binding data. (1) The peptide sequence is GPTSDEAGPAVAEQL. The MHC is DRB1_0701 with pseudo-sequence DRB1_0701. The binding affinity (normalized) is 0.170. (2) The peptide sequence is NRFTMTHRRPTIEKD. The MHC is DRB1_1101 with pseudo-sequence DRB1_1101. The binding affinity (normalized) is 0.982. (3) The peptide sequence is QITKIQNFRVYYRDSRDPIW. The MHC is DRB1_0405 with pseudo-sequence DRB1_0405. The binding affinity (normalized) is 0.521. (4) The peptide sequence is EDSKILLVAVSIKMK. The MHC is H-2-IAb with pseudo-sequence H-2-IAb. The binding affinity (normalized) is 0. (5) The peptide sequence is RVIRGKKGAGGITIK. The MHC is HLA-DPA10201-DPB10101 with pseudo-sequence HLA-DPA10201-DPB10101. The binding affinity (normalized) is 0.105. (6) The peptide sequence is SQDLHLSWNLNGLQAY. The MHC is HLA-DQA10301-DQB10302 with pseudo-sequence HLA-DQA10301-DQB10302. The binding affinity (normalized) is 0.0985. (7) The peptide sequence is ECTLFESLRDEEA. The MHC is HLA-DPA10201-DPB10501 with pseudo-sequence HLA-DPA10201-DPB10501. The binding affinity (normalized) is 0.111. (8) The peptide sequence is KLIEDINVGFKAAVA. The MHC is HLA-DQA10104-DQB10503 with pseudo-sequence HLA-DQA10104-DQB10503. The binding affinity (normalized) is 0.302. (9) The peptide sequence is GTKTEAEDVIPEGWK. The MHC is HLA-DQA10201-DQB10202 with pseudo-sequence HLA-DQA10201-DQB10202. The binding affinity (normalized) is 0.489.